Dataset: Forward reaction prediction with 1.9M reactions from USPTO patents (1976-2016). Task: Predict the product of the given reaction. (1) Given the reactants [CH3:1][C:2]1[CH:3]=[C:4]2[C:8](=[CH:9][CH:10]=1)[NH:7][N:6]=[CH:5]2.[H-].[Na+].CS(O[CH:18]1[CH2:23][CH2:22][N:21]([C:24]([O:26][C:27]([CH3:30])([CH3:29])[CH3:28])=[O:25])[CH2:20][CH2:19]1)(=O)=O, predict the reaction product. The product is: [CH3:1][C:2]1[CH:3]=[C:4]2[C:8](=[CH:9][CH:10]=1)[N:7]([CH:18]1[CH2:23][CH2:22][N:21]([C:24]([O:26][C:27]([CH3:30])([CH3:29])[CH3:28])=[O:25])[CH2:20][CH2:19]1)[N:6]=[CH:5]2. (2) Given the reactants [CH2:1]([C:5]1[CH:6]=[C:7]([C:24]2[CH:29]=[CH:28][CH:27]=[CH:26][CH:25]=2)[CH:8]=[C:9]([CH2:20][CH:21]([CH3:23])[CH3:22])[C:10]=1[NH:11][C:12](=O)[C:13]1[CH:18]=[CH:17][CH:16]=[CH:15][CH:14]=1)[CH:2]([CH3:4])[CH3:3].P(Cl)(Cl)(Cl)=O.P(Cl)(Cl)(Cl)(Cl)Cl.CO[CH:43](OC)[CH2:44][NH2:45].Cl.[OH-].[Na+], predict the reaction product. The product is: [CH2:1]([C:5]1[CH:6]=[C:7]([C:24]2[CH:29]=[CH:28][CH:27]=[CH:26][CH:25]=2)[CH:8]=[C:9]([CH2:20][CH:21]([CH3:23])[CH3:22])[C:10]=1[N:11]1[CH:43]=[CH:44][N:45]=[C:12]1[C:13]1[CH:18]=[CH:17][CH:16]=[CH:15][CH:14]=1)[CH:2]([CH3:4])[CH3:3]. (3) Given the reactants [F:1][C:2]1[CH:7]=[CH:6][C:5]([C:8]2[C:16]3[C:11](=[N:12][CH:13]=[C:14]([N+:17]([O-])=O)[CH:15]=3)[NH:10][N:9]=2)=[CH:4][CH:3]=1.[H][H], predict the reaction product. The product is: [F:1][C:2]1[CH:3]=[CH:4][C:5]([C:8]2[C:16]3[C:11](=[N:12][CH:13]=[C:14]([NH2:17])[CH:15]=3)[NH:10][N:9]=2)=[CH:6][CH:7]=1. (4) Given the reactants [H-].[Na+].O[CH:4]1[CH:11]2[CH2:12][CH:7]3[CH2:8][CH:9]([CH2:13][CH:5]1[C:6]3=[O:14])[CH2:10]2.C(Br)C1C=CC=CC=1.O[C:24]12[CH2:33][CH:28]3[CH2:29][CH:30](CC(C3)[C:25]1=[O:34])[CH2:31]2, predict the reaction product. The product is: [CH2:25]([O:34][C:11]12[CH2:12][CH:7]3[CH2:8][CH:9]([CH2:13][CH:5]([C:6]3=[O:14])[CH2:4]1)[CH2:10]2)[C:24]1[CH:33]=[CH:28][CH:29]=[CH:30][CH:31]=1. (5) Given the reactants [CH:1]1([C:4]([C:6]2[CH:15]=[CH:14][CH:13]=[C:12]3[C:7]=2[CH:8]=[CH:9][C:10]([NH:16][C@H:17]2[C:25]4[C:20](=[CH:21][CH:22]=[CH:23][CH:24]=4)[CH2:19][CH2:18]2)=[N:11]3)=O)[CH2:3][CH2:2]1.Cl.[NH2:27][OH:28].C(=O)([O-])[O-].[Na+].[Na+].O, predict the reaction product. The product is: [CH:1]1([C:4]([C:6]2[CH:15]=[CH:14][CH:13]=[C:12]3[C:7]=2[CH:8]=[CH:9][C:10]([NH:16][C@H:17]2[C:25]4[C:20](=[CH:21][CH:22]=[CH:23][CH:24]=4)[CH2:19][CH2:18]2)=[N:11]3)=[N:27][OH:28])[CH2:3][CH2:2]1.